This data is from Full USPTO retrosynthesis dataset with 1.9M reactions from patents (1976-2016). The task is: Predict the reactants needed to synthesize the given product. Given the product [F:21][C:22]1[CH:27]=[CH:26][CH:25]=[CH:24][C:23]=1[C:28]1[N:32]=[C:31]([N:33]2[CH2:34][CH2:35][N:36]([C:13]([NH:12][C:9]3[CH:8]=[CH:7][C:6]([NH:5][C:1](=[O:4])[CH2:2][CH3:3])=[CH:11][CH:10]=3)=[O:20])[CH2:37][CH2:38]2)[S:30][N:29]=1, predict the reactants needed to synthesize it. The reactants are: [C:1]([NH:5][C:6]1[CH:11]=[CH:10][C:9]([NH:12][C:13](=[O:20])OCC(Cl)(Cl)Cl)=[CH:8][CH:7]=1)(=[O:4])[CH2:2][CH3:3].[F:21][C:22]1[CH:27]=[CH:26][CH:25]=[CH:24][C:23]=1[C:28]1[N:32]=[C:31]([N:33]2[CH2:38][CH2:37][NH:36][CH2:35][CH2:34]2)[S:30][N:29]=1.C(N(C(C)C)CC)(C)C.CS(C)=O.